This data is from Forward reaction prediction with 1.9M reactions from USPTO patents (1976-2016). The task is: Predict the product of the given reaction. (1) Given the reactants [NH:1]1[CH2:6][CH2:5][CH:4]([N:7]2[CH:11]=[C:10]([C:12]3[CH:17]=[N:16][N:15]4[C:18]([C:21]5[CH:22]=[C:23]([NH:27][C:28]([NH:30][CH2:31][C:32]([F:35])([F:34])[F:33])=[O:29])[CH:24]=[CH:25][CH:26]=5)=[CH:19][N:20]=[C:14]4[CH:13]=3)[CH:9]=[N:8]2)[CH2:3][CH2:2]1.[N:36]1([C:41](Cl)=[O:42])[CH2:40][CH2:39][CH2:38][CH2:37]1, predict the reaction product. The product is: [N:36]1([C:41]([N:1]2[CH2:6][CH2:5][CH:4]([N:7]3[CH:11]=[C:10]([C:12]4[CH:17]=[N:16][N:15]5[C:18]([C:21]6[CH:22]=[C:23]([NH:27][C:28]([NH:30][CH2:31][C:32]([F:33])([F:35])[F:34])=[O:29])[CH:24]=[CH:25][CH:26]=6)=[CH:19][N:20]=[C:14]5[CH:13]=4)[CH:9]=[N:8]3)[CH2:3][CH2:2]2)=[O:42])[CH2:40][CH2:39][CH2:38][CH2:37]1. (2) Given the reactants [C:1]([O:9]C(C)(C)C)(=[O:8])[CH2:2][C:3](OCC)=O.[H-].[Na+].[F:16][C:17]1[C:22]([F:23])=[CH:21][CH:20]=[CH:19][C:18]=1[N+:24]([O-:26])=[O:25].[NH4+].[Cl-].[CH3:29]N(C=O)C, predict the reaction product. The product is: [CH2:3]([CH:2]([C:21]1[CH:20]=[CH:19][C:18]([N+:24]([O-:26])=[O:25])=[C:17]([F:16])[C:22]=1[F:23])[C:1]([OH:9])=[O:8])[CH3:29].